This data is from Peptide-MHC class II binding affinity with 134,281 pairs from IEDB. The task is: Regression. Given a peptide amino acid sequence and an MHC pseudo amino acid sequence, predict their binding affinity value. This is MHC class II binding data. (1) The peptide sequence is AGALEVHAVKPVTEE. The MHC is HLA-DQA10101-DQB10501 with pseudo-sequence HLA-DQA10101-DQB10501. The binding affinity (normalized) is 0. (2) The peptide sequence is AFVATTNPWASQEG. The MHC is DRB1_0901 with pseudo-sequence DRB1_0901. The binding affinity (normalized) is 0.311.